From a dataset of Full USPTO retrosynthesis dataset with 1.9M reactions from patents (1976-2016). Predict the reactants needed to synthesize the given product. (1) Given the product [OH:15][CH2:14][C@H:13]1[O:12][C@H:11]2[C@H:7]([N:8]=[C:9]([NH:19][CH3:20])[S:10]2)[CH:6]([OH:21])[C@@H:5]1[OH:4], predict the reactants needed to synthesize it. The reactants are: C([O:4][C@@H:5]1[C@@H:13]([CH2:14][O:15]C(=O)C)[O:12][C@H:11]2[C@H:7]([N:8]=[C:9]([NH:19][CH3:20])[S:10]2)[C@H:6]1[O:21]C(=O)C)(=O)C.C(=O)([O-])[O-].[K+].[K+]. (2) Given the product [CH3:1][O:2][C:3]1[CH:4]=[CH:5][C:6]([N:9]([CH2:10][CH2:11][CH2:12][O:13][C:14]2[CH:23]=[CH:22][C:21]3[C:16](=[CH:17][CH:18]=[CH:19][CH:20]=3)[CH:15]=2)[CH2:24][CH2:25][CH2:26][CH3:27])=[CH:7][CH:8]=1, predict the reactants needed to synthesize it. The reactants are: [CH3:1][O:2][C:3]1[CH:8]=[CH:7][C:6]([NH:9][CH2:10][CH2:11][CH2:12][O:13][C:14]2[CH:23]=[CH:22][C:21]3[C:16](=[CH:17][CH:18]=[CH:19][CH:20]=3)[CH:15]=2)=[CH:5][CH:4]=1.[CH2:24](I)[CH2:25][CH2:26][CH3:27]. (3) Given the product [NH2:18][C:17]1[S:6][C:7]2[CH2:8][CH2:4][CH2:1][CH2:2][C:19]=2[C:16]=1[C:14]([C:11]1[CH:12]=[CH:13][S:9][CH:10]=1)=[O:15], predict the reactants needed to synthesize it. The reactants are: [C:1]([C:4]1[CH:8]=[CH:7][S:6]C=1)(=O)[CH3:2].[S:9]1[CH:13]=[CH:12][C:11]([C:14]([CH2:16][C:17]#[N:18])=[O:15])=[CH:10]1.[C:19]1(=O)CCCCC1.N1CCOCC1.[S]. (4) Given the product [Br:1][C:2]1[CH:7]=[CH:6][C:5]([CH:8]2[CH2:12][CH2:11][CH:10]([C:13]3[CH:18]=[CH:17][C:16]([Br:19])=[CH:15][CH:14]=3)[N:9]2[C:20]2[CH:25]=[CH:24][C:23]([C:35]3[CH:36]=[CH:37][C:38]([N:41]4[CH2:42][CH2:43][O:44][CH2:45][CH2:46]4)=[N:39][CH:40]=3)=[CH:22][CH:21]=2)=[CH:4][CH:3]=1, predict the reactants needed to synthesize it. The reactants are: [Br:1][C:2]1[CH:7]=[CH:6][C:5]([CH:8]2[CH2:12][CH2:11][CH:10]([C:13]3[CH:18]=[CH:17][C:16]([Br:19])=[CH:15][CH:14]=3)[N:9]2[C:20]2[CH:25]=[CH:24][C:23](I)=[CH:22][CH:21]=2)=[CH:4][CH:3]=1.CC1(C)C(C)(C)OB([C:35]2[CH:36]=[CH:37][C:38]([N:41]3[CH2:46][CH2:45][O:44][CH2:43][CH2:42]3)=[N:39][CH:40]=2)O1.P([O-])([O-])([O-])=O.[K+].[K+].[K+].O. (5) Given the product [Cl:30][C:27]1[CH:28]=[C:29]2[C:24](=[CH:25][CH:26]=1)[N:23]=[C:22]([C:31]([O:33][CH3:34])=[O:32])[CH:21]=[C:20]2[N:16]1[CH2:17][CH2:18][CH:13]([NH:12][C:10]([C:4]2[NH:5][C:6]([CH3:9])=[C:7]([Cl:8])[C:3]=2[Cl:2])=[O:11])[CH2:14][CH2:15]1, predict the reactants needed to synthesize it. The reactants are: Cl.[Cl:2][C:3]1[C:7]([Cl:8])=[C:6]([CH3:9])[NH:5][C:4]=1[C:10]([NH:12][CH:13]1[CH2:18][CH2:17][NH:16][CH2:15][CH2:14]1)=[O:11].Cl[C:20]1[C:29]2[C:24](=[CH:25][CH:26]=[C:27]([Cl:30])[CH:28]=2)[N:23]=[C:22]([C:31]([O:33][CH3:34])=[O:32])[CH:21]=1.C(N(C(C)C)CC)(C)C.